Dataset: Forward reaction prediction with 1.9M reactions from USPTO patents (1976-2016). Task: Predict the product of the given reaction. (1) Given the reactants [CH:1]([O:4][C:5]1[CH:13]=[CH:12][C:8]([C:9]([OH:11])=O)=[CH:7][C:6]=1[O:14][CH3:15])([CH3:3])[CH3:2].CN(C(ON1N=NC2C=CC=NC1=2)=[N+](C)C)C.F[P-](F)(F)(F)(F)F.CCN(CC)CC.[CH2:47]([O:54][CH2:55][C:56]1[C:70]2[C:65](=[CH:66][CH:67]=[CH:68][CH:69]=2)[O:64][C:58]2([CH2:63][CH2:62][NH:61][CH2:60][CH2:59]2)[CH:57]=1)[C:48]1[CH:53]=[CH:52][CH:51]=[CH:50][CH:49]=1, predict the reaction product. The product is: [CH2:47]([O:54][CH2:55][C:56]1[C:70]2[C:65](=[CH:66][CH:67]=[CH:68][CH:69]=2)[O:64][C:58]2([CH2:59][CH2:60][N:61]([C:9]([C:8]3[CH:12]=[CH:13][C:5]([O:4][CH:1]([CH3:2])[CH3:3])=[C:6]([O:14][CH3:15])[CH:7]=3)=[O:11])[CH2:62][CH2:63]2)[CH:57]=1)[C:48]1[CH:49]=[CH:50][CH:51]=[CH:52][CH:53]=1. (2) Given the reactants Br[C:2]1[CH:7]=[CH:6][CH:5]=[C:4]([F:8])[CH:3]=1.[CH2:9]([N:16]1[CH2:21][CH2:20][C:19](=[O:22])[CH2:18][CH2:17]1)[C:10]1[CH:15]=[CH:14][CH:13]=[CH:12][CH:11]=1, predict the reaction product. The product is: [CH2:9]([N:16]1[CH2:21][CH2:20][C:19]([C:2]2[CH:7]=[CH:6][CH:5]=[C:4]([F:8])[CH:3]=2)([OH:22])[CH2:18][CH2:17]1)[C:10]1[CH:11]=[CH:12][CH:13]=[CH:14][CH:15]=1. (3) Given the reactants [CH:1]1[N:16]2[C:17]3[C:8]([C:9](=[O:18])[C:10]4[CH:11]=[CH:12][CH:13]=[CH:14][C:15]=42)=[CH:7][CH:6]=[CH:5][C:4]=3[C:3](=[O:19])[N:2]=1, predict the reaction product. The product is: [CH2:1]1[N:16]2[C:17]3[C:8]([C:9](=[O:18])[C:10]4[CH:11]=[CH:12][CH:13]=[CH:14][C:15]=42)=[CH:7][CH:6]=[CH:5][C:4]=3[C:3](=[O:19])[NH:2]1. (4) Given the reactants ClC[C:3]1[C:8]([N+:9]([O-:11])=[O:10])=[C:7]([NH:12][CH:13]([CH2:16][CH3:17])[CH2:14][CH3:15])[CH:6]=[CH:5][N:4]=1.[Cl:18][C:19]1[CH:24]=[C:23]([CH3:25])[C:22]([OH:26])=[C:21]([CH3:27])[CH:20]=1.[CH3:28]C(C)([O-])C.[K+], predict the reaction product. The product is: [Cl:18][C:19]1[CH:24]=[C:23]([CH3:25])[C:22]([O:26][C:3]2[C:8]([N+:9]([O-:11])=[O:10])=[C:7]([NH:12][CH:13]([CH2:14][CH3:15])[CH2:16][CH3:17])[CH:6]=[C:5]([CH3:28])[N:4]=2)=[C:21]([CH3:27])[CH:20]=1.